Dataset: Reaction yield outcomes from USPTO patents with 853,638 reactions. Task: Predict the reaction yield, written as a fraction of the theoretical maximum amount of product (1.0 means a 100% yield; for example, 0.34 means a 34% yield). (1) The reactants are C(OC([NH:8][C@@H:9]([C:20]1[CH:25]=[CH:24][C:23]([C:26]2[CH:31]=[CH:30][CH:29]=[C:28]([O:32][CH3:33])[CH:27]=2)=[CH:22][CH:21]=1)[C:10]([O:12][CH2:13][C:14]1[CH:19]=[CH:18][CH:17]=[CH:16][CH:15]=1)=[O:11])=O)(C)(C)C.[ClH:34]. The catalyst is O1CCOCC1. The product is [ClH:34].[NH2:8][C@@H:9]([C:20]1[CH:25]=[CH:24][C:23]([C:26]2[CH:31]=[CH:30][CH:29]=[C:28]([O:32][CH3:33])[CH:27]=2)=[CH:22][CH:21]=1)[C:10]([O:12][CH2:13][C:14]1[CH:15]=[CH:16][CH:17]=[CH:18][CH:19]=1)=[O:11]. The yield is 0.980. (2) The reactants are [CH2:1]([O:3][C:4]([C:6]1[S:10][C:9]2[CH:11]=[C:12]([C:15]([CH2:26][CH3:27])([C:18]3[CH:23]=[CH:22][C:21]([OH:24])=[C:20]([CH3:25])[CH:19]=3)[CH2:16][CH3:17])[CH:13]=[CH:14][C:8]=2[CH:7]=1)=[O:5])[CH3:2].Br[CH2:29][C:30](=[O:35])[C:31]([CH3:34])([CH3:33])[CH3:32].C([O-])([O-])=O.[K+].[K+]. The catalyst is CC(C)=O. The product is [CH2:1]([O:3][C:4]([C:6]1[S:10][C:9]2[CH:11]=[C:12]([C:15]([C:18]3[CH:23]=[CH:22][C:21]([O:24][CH2:29][C:30](=[O:35])[C:31]([CH3:34])([CH3:33])[CH3:32])=[C:20]([CH3:25])[CH:19]=3)([CH2:26][CH3:27])[CH2:16][CH3:17])[CH:13]=[CH:14][C:8]=2[CH:7]=1)=[O:5])[CH3:2]. The yield is 0.910. (3) The reactants are [NH2:1][C:2]1[C:3]2[N:4]([C:8]([C@@H:12]3[CH2:16][CH2:15][CH2:14][N:13]3C(OCC3C=CC=CC=3)=O)=[N:9][C:10]=2Br)[CH:5]=[CH:6][N:7]=1.[CH2:27]([C:30]1[CH:35]=[CH:34][N:33]=[C:32]([NH:36][C:37](=[O:53])[C:38]2[CH:43]=[CH:42][C:41](B3OC(C)(C)C(C)(C)O3)=[CH:40][CH:39]=2)[CH:31]=1)[CH2:28][CH3:29]. No catalyst specified. The product is [NH2:1][C:2]1[C:3]2[N:4]([C:8]([C@@H:12]3[CH2:16][CH2:15][CH2:14][NH:13]3)=[N:9][C:10]=2[C:41]2[CH:42]=[CH:43][C:38]([C:37]([NH:36][C:32]3[CH:31]=[C:30]([CH2:27][CH2:28][CH3:29])[CH:35]=[CH:34][N:33]=3)=[O:53])=[CH:39][CH:40]=2)[CH:5]=[CH:6][N:7]=1. The yield is 0.930. (4) The reactants are [CH:1]1[C:10]2[C:5](=[C:6]([NH:11][C:12]([NH:14][CH2:15][C:16]3[CH:21]=[CH:20][C:19]([C:22]([F:25])([F:24])[F:23])=[CH:18][CH:17]=3)=[O:13])[CH:7]=[CH:8][CH:9]=2)[CH:4]=[CH:3][N:2]=1.[OH:26]OS([O-])=O.[K+]. The catalyst is C(Cl)(Cl)Cl. The product is [O-:26][N+:2]1[CH:3]=[CH:4][C:5]2[C:10](=[CH:9][CH:8]=[CH:7][C:6]=2[NH:11][C:12]([NH:14][CH2:15][C:16]2[CH:21]=[CH:20][C:19]([C:22]([F:23])([F:24])[F:25])=[CH:18][CH:17]=2)=[O:13])[CH:1]=1. The yield is 0.100. (5) The reactants are [CH2:1]([O:5][C:6]1[N:14]=[C:13]2[C:9]([N:10]=[C:11]([O:19][CH3:20])[N:12]2[CH2:15][CH2:16][CH2:17][OH:18])=[C:8]([NH2:21])[N:7]=1)[CH2:2][CH2:3][CH3:4].O[C:23]1[CH:30]=[CH:29][C:26]([CH:27]=[O:28])=[CH:25][CH:24]=1.C1(P(C2C=CC=CC=2)C2C=CC=CC=2)C=CC=CC=1.N(C(OCC)=O)=NC(OCC)=O. The catalyst is C1COCC1.O. The product is [NH2:21][C:8]1[N:7]=[C:6]([O:5][CH2:1][CH2:2][CH2:3][CH3:4])[N:14]=[C:13]2[C:9]=1[N:10]=[C:11]([O:19][CH3:20])[N:12]2[CH2:15][CH2:16][CH2:17][O:18][C:23]1[CH:30]=[CH:29][C:26]([CH:27]=[O:28])=[CH:25][CH:24]=1. The yield is 0.990.